Dataset: NCI-60 drug combinations with 297,098 pairs across 59 cell lines. Task: Regression. Given two drug SMILES strings and cell line genomic features, predict the synergy score measuring deviation from expected non-interaction effect. (1) Drug 1: CN1CCC(CC1)COC2=C(C=C3C(=C2)N=CN=C3NC4=C(C=C(C=C4)Br)F)OC. Drug 2: CC1OCC2C(O1)C(C(C(O2)OC3C4COC(=O)C4C(C5=CC6=C(C=C35)OCO6)C7=CC(=C(C(=C7)OC)O)OC)O)O. Cell line: SF-295. Synergy scores: CSS=50.8, Synergy_ZIP=1.50, Synergy_Bliss=2.86, Synergy_Loewe=-4.43, Synergy_HSA=3.73. (2) Drug 1: CC12CCC(CC1=CCC3C2CCC4(C3CC=C4C5=CN=CC=C5)C)O. Drug 2: CN1C(=O)N2C=NC(=C2N=N1)C(=O)N. Cell line: TK-10. Synergy scores: CSS=-2.48, Synergy_ZIP=1.75, Synergy_Bliss=0.479, Synergy_Loewe=-6.33, Synergy_HSA=-3.22. (3) Drug 1: CC1C(C(=O)NC(C(=O)N2CCCC2C(=O)N(CC(=O)N(C(C(=O)O1)C(C)C)C)C)C(C)C)NC(=O)C3=C4C(=C(C=C3)C)OC5=C(C(=O)C(=C(C5=N4)C(=O)NC6C(OC(=O)C(N(C(=O)CN(C(=O)C7CCCN7C(=O)C(NC6=O)C(C)C)C)C)C(C)C)C)N)C. Drug 2: CCC(=C(C1=CC=CC=C1)C2=CC=C(C=C2)OCCN(C)C)C3=CC=CC=C3.C(C(=O)O)C(CC(=O)O)(C(=O)O)O. Cell line: MDA-MB-435. Synergy scores: CSS=54.1, Synergy_ZIP=19.0, Synergy_Bliss=19.6, Synergy_Loewe=-41.8, Synergy_HSA=20.1. (4) Synergy scores: CSS=-0.0140, Synergy_ZIP=0.0534, Synergy_Bliss=-1.20, Synergy_Loewe=-1.43, Synergy_HSA=-1.52. Drug 1: CN1C(=O)N2C=NC(=C2N=N1)C(=O)N. Cell line: SF-268. Drug 2: C(=O)(N)NO. (5) Drug 1: CCC(=C(C1=CC=CC=C1)C2=CC=C(C=C2)OCCN(C)C)C3=CC=CC=C3.C(C(=O)O)C(CC(=O)O)(C(=O)O)O. Drug 2: CCCCC(=O)OCC(=O)C1(CC(C2=C(C1)C(=C3C(=C2O)C(=O)C4=C(C3=O)C=CC=C4OC)O)OC5CC(C(C(O5)C)O)NC(=O)C(F)(F)F)O. Cell line: LOX IMVI. Synergy scores: CSS=60.3, Synergy_ZIP=3.30, Synergy_Bliss=3.54, Synergy_Loewe=-12.9, Synergy_HSA=5.24. (6) Drug 1: CC1=C(C=C(C=C1)C(=O)NC2=CC(=CC(=C2)C(F)(F)F)N3C=C(N=C3)C)NC4=NC=CC(=N4)C5=CN=CC=C5. Drug 2: COC1=C2C(=CC3=C1OC=C3)C=CC(=O)O2. Cell line: IGROV1. Synergy scores: CSS=-0.0655, Synergy_ZIP=0.209, Synergy_Bliss=-2.66, Synergy_Loewe=-1.27, Synergy_HSA=-4.44. (7) Drug 1: CS(=O)(=O)OCCCCOS(=O)(=O)C. Drug 2: CCC1(C2=C(COC1=O)C(=O)N3CC4=CC5=C(C=CC(=C5CN(C)C)O)N=C4C3=C2)O.Cl. Cell line: SK-MEL-2. Synergy scores: CSS=37.0, Synergy_ZIP=7.97, Synergy_Bliss=15.1, Synergy_Loewe=-5.44, Synergy_HSA=4.59. (8) Drug 1: CC1CCC2CC(C(=CC=CC=CC(CC(C(=O)C(C(C(=CC(C(=O)CC(OC(=O)C3CCCCN3C(=O)C(=O)C1(O2)O)C(C)CC4CCC(C(C4)OC)OCCO)C)C)O)OC)C)C)C)OC. Drug 2: CC(C)NC(=O)C1=CC=C(C=C1)CNNC.Cl. Cell line: KM12. Synergy scores: CSS=4.36, Synergy_ZIP=2.60, Synergy_Bliss=4.28, Synergy_Loewe=2.17, Synergy_HSA=1.55. (9) Drug 1: C1=NC2=C(N=C(N=C2N1C3C(C(C(O3)CO)O)F)Cl)N. Drug 2: CC(C)(C#N)C1=CC(=CC(=C1)CN2C=NC=N2)C(C)(C)C#N. Cell line: SK-MEL-28. Synergy scores: CSS=1.08, Synergy_ZIP=-1.42, Synergy_Bliss=-1.12, Synergy_Loewe=-0.0567, Synergy_HSA=-0.440.